Dataset: Catalyst prediction with 721,799 reactions and 888 catalyst types from USPTO. Task: Predict which catalyst facilitates the given reaction. (1) Reactant: [F:1][C:2]1[CH:7]=[C:6]([F:8])[CH:5]=[CH:4][C:3]=1[C@@:9]([NH:20][S@@](C(C)(C)C)=O)([CH2:11][C@@H:12]([OH:19])[C:13]1[N:17]([CH3:18])[N:16]=[CH:15][CH:14]=1)[CH3:10].Cl.O1CCOCC1. Product: [NH2:20][C@@:9]([C:3]1[CH:4]=[CH:5][C:6]([F:8])=[CH:7][C:2]=1[F:1])([CH3:10])[CH2:11][C@H:12]([C:13]1[N:17]([CH3:18])[N:16]=[CH:15][CH:14]=1)[OH:19]. The catalyst class is: 5. (2) Reactant: [C:1]([N:9]1[C:17]2[C:12](=[CH:13][CH:14]=[CH:15][CH:16]=2)[CH2:11][CH:10]1C(O)=O)(=O)[C:2]1[CH:7]=[CH:6][CH:5]=[CH:4][CH:3]=1.[C:21]([C:27]([O:29][CH3:30])=[O:28])#[C:22][C:23]([O:25][CH3:26])=[O:24]. Product: [CH3:26][O:25][C:23]([C:22]1[C:21]([C:27]([O:29][CH3:30])=[O:28])=[C:1]([C:2]2[CH:3]=[CH:4][CH:5]=[CH:6][CH:7]=2)[N:9]2[C:17]3[CH:16]=[CH:15][CH:14]=[CH:13][C:12]=3[CH2:11][C:10]=12)=[O:24]. The catalyst class is: 152. (3) Reactant: C(OC(=O)[NH:7][C:8]([CH3:18])([CH3:17])[CH2:9][C:10]1[CH:15]=[CH:14][C:13]([I:16])=[CH:12][CH:11]=1)(C)(C)C.Cl. Product: [I:16][C:13]1[CH:12]=[CH:11][C:10]([CH2:9][C:8]([NH2:7])([CH3:17])[CH3:18])=[CH:15][CH:14]=1. The catalyst class is: 5. (4) Reactant: [Cl:1][C:2]1[CH:34]=[CH:33][C:5]([C:6]([C@@:8]2([OH:32])[C@@H:12]([CH2:13][O:14][C:15](=[O:23])[C:16]3[CH:21]=[CH:20][C:19]([Cl:22])=[CH:18][CH:17]=3)[O:11][C@@H](N3C=CC(=O)NC3=O)C2)=[O:7])=[CH:4][CH:3]=1.C1(C)C=CC(S(Cl)(=O)=O)=CC=1.[C@@H]1([N:55]2C=CC(=O)[NH:58][C:56]2=O)O[C@H](CO)[C@@H](O)[C@H]1O.[OH2:63].N.[CH2:65]([N:67]([CH2:70][CH3:71])[CH2:68][CH3:69])C. Product: [Cl:1][C:2]1[CH:3]=[CH:4][C:5]([C:6]([C@@:8]2([OH:32])[C@@H:12]([CH2:13][O:14][C:15](=[O:23])[C:16]3[CH:21]=[CH:20][C:19]([Cl:22])=[CH:18][CH:17]=3)[O:11][C@@H:68]([N:67]3[CH:70]=[CH:71][C:56]([NH2:58])=[N:55][C:65]3=[O:63])[CH2:69]2)=[O:7])=[CH:33][CH:34]=1. The catalyst class is: 840.